This data is from Full USPTO retrosynthesis dataset with 1.9M reactions from patents (1976-2016). The task is: Predict the reactants needed to synthesize the given product. (1) Given the product [CH2:8]([O:10][C@H:11]1[CH2:15][N:14]([C:2]2[CH:7]=[CH:6][CH:5]=[CH:4][N:3]=2)[CH2:13][C@H:12]1[NH:16][C:17]1[C:22]([CH2:23][CH3:24])=[N:21][C:20]([C:25]2[CH:30]=[CH:29][C:28]([O:31][CH3:32])=[CH:27][C:26]=2[CH3:33])=[C:19]([CH2:34][CH3:35])[N:18]=1)[CH3:9], predict the reactants needed to synthesize it. The reactants are: Br[C:2]1[CH:7]=[CH:6][CH:5]=[CH:4][N:3]=1.[CH2:8]([O:10][C@H:11]1[CH2:15][NH:14][CH2:13][C@H:12]1[NH:16][C:17]1[C:22]([CH2:23][CH3:24])=[N:21][C:20]([C:25]2[CH:30]=[CH:29][C:28]([O:31][CH3:32])=[CH:27][C:26]=2[CH3:33])=[C:19]([CH2:34][CH3:35])[N:18]=1)[CH3:9]. (2) Given the product [Cl:1][C:2]1[C:11]2[CH:10]=[CH:9][CH:8]=[CH:7][C:6]=2[C:5]2[O:12][CH2:29][N:28]=[CH:27][C:4]=2[N:3]=1.[Cl:1][C:2]1[C:11]2[C:6](=[CH:7][CH:8]=[CH:9][CH:10]=2)[C:5]([OH:12])=[CH:4][N:3]=1, predict the reactants needed to synthesize it. The reactants are: [Cl:1][C:2]1[C:11]2[C:6](=[CH:7][CH:8]=[CH:9][CH:10]=2)[C:5]([OH:12])=[CH:4][N:3]=1.C1C=C(Cl)C=C(C(OO)=O)C=1.COC1C2C(=CC=CC=2)[CH:29]=[N:28][CH:27]=1. (3) Given the product [C:20]([S:22][CH2:2][CH2:3][CH2:4][S:5]([CH2:8][CH2:9][CH2:10][S:11]([CH2:14][CH2:15][C:16]([O:18][CH3:19])=[O:17])(=[O:13])=[O:12])(=[O:7])=[O:6])(=[O:23])[CH3:21], predict the reactants needed to synthesize it. The reactants are: Br[CH2:2][CH2:3][CH2:4][S:5]([CH2:8][CH2:9][CH2:10][S:11]([CH2:14][CH2:15][C:16]([O:18][CH3:19])=[O:17])(=[O:13])=[O:12])(=[O:7])=[O:6].[C:20]([OH:23])(=[S:22])[CH3:21].CCN(C(C)C)C(C)C. (4) Given the product [CH3:1][O:2][C:3]1[CH:4]=[C:5]2[C:9](=[CH:10][CH:11]=1)[N:8]([CH2:21][C:22]1[O:23][CH:24]=[C:25]([C:27]([O:29][CH3:30])=[O:28])[N:26]=1)[C:7]([C:12]1[CH:13]=[CH:14][CH:15]=[CH:16][CH:17]=1)=[CH:6]2, predict the reactants needed to synthesize it. The reactants are: [CH3:1][O:2][C:3]1[CH:4]=[C:5]2[C:9](=[CH:10][CH:11]=1)[NH:8][C:7]([C:12]1[CH:17]=[CH:16][CH:15]=[CH:14][CH:13]=1)=[CH:6]2.[H-].[Na+].Cl[CH2:21][C:22]1[O:23][CH:24]=[C:25]([C:27]([O:29][CH3:30])=[O:28])[N:26]=1.[Cl-].[NH4+]. (5) Given the product [Cl:1][C:2]1[C:7]([C:8]([OH:10])=[O:9])=[CH:6][CH:5]=[C:4]([O:15][CH3:13])[N:3]=1, predict the reactants needed to synthesize it. The reactants are: [Cl:1][C:2]1[C:7]([C:8]([OH:10])=[O:9])=[CH:6][CH:5]=[C:4](Cl)[N:3]=1.C[C:13](C)([O-:15])C.[K+]. (6) Given the product [CH3:19][O:18][C:14]1[CH:13]=[C:12]([C:9](=[O:8])[C@H:10]([OH:41])[CH3:11])[CH:17]=[CH:16][CH:15]=1, predict the reactants needed to synthesize it. The reactants are: C([Si]([O:8]/[C:9](/[C:12]1[CH:17]=[CH:16][CH:15]=[C:14]([O:18][CH3:19])[CH:13]=1)=[CH:10]\[CH3:11])(C)C)(C)(C)C.CC[C@@H]1[C@@H]2C[C@H]([C@@H](OC3C4C(=CC=CC=4)C(O[C@@H](C4C=CN=C5C=4C=C(OC)C=C5)[C@@H]4N5C[C@H](CC)[C@@H](CC5)C4)=NN=3)C3C=CN=C4C=3C=C([O:41]C)C=C4)N(CC2)C1.CS(N)(=O)=O.C(Cl)(Cl)Cl. (7) Given the product [F:20][CH:21]([F:25])[C:22]([NH:18][C:13]1[N:14]=[CH:15][C:16]2[C:11]([CH:12]=1)=[CH:10][CH:9]=[C:8]([C:6]1[CH:7]=[C:2]([F:1])[CH:3]=[CH:4][C:5]=1[CH3:19])[CH:17]=2)=[O:23], predict the reactants needed to synthesize it. The reactants are: [F:1][C:2]1[CH:3]=[CH:4][C:5]([CH3:19])=[C:6]([C:8]2[CH:17]=[C:16]3[C:11]([CH:12]=[C:13]([NH2:18])[N:14]=[CH:15]3)=[CH:10][CH:9]=2)[CH:7]=1.[F:20][CH:21]([F:25])[C:22](O)=[O:23].F[P-](F)(F)(F)(F)F.N1(OC(N(C)C)=[N+](C)C)C2N=CC=CC=2N=N1.O. (8) The reactants are: [CH2:1]([OH:6])[CH:2]([OH:5])[CH2:3][OH:4].[CH2:7]([OH:12])[CH:8]([OH:11])[CH2:9][OH:10].[CH2:13]([OH:18])[CH:14]([OH:17])[CH2:15][OH:16].[CH2:19]([OH:24])[CH:20]([OH:23])[CH2:21][OH:22].[C:25](O)(=O)[CH2:26][CH2:27][CH2:28][CH2:29][CH3:30].CCN=C=NCCCN(C)C.Cl. Given the product [CH2:25]([CH:2]([CH2:1][CH2:7][CH2:8][CH3:9])[C:3]([OH:4])=[O:16])[CH2:26][CH2:27][CH2:28][CH2:29][CH3:30].[OH:24][CH2:19][CH:20]([CH2:21][OH:22])[OH:23].[OH:18][CH2:13][CH:14]([CH2:15][OH:16])[OH:17].[OH:12][CH2:7][CH:8]([CH2:9][OH:10])[OH:11].[OH:6][CH2:1][CH:2]([CH2:3][OH:4])[OH:5], predict the reactants needed to synthesize it. (9) Given the product [ClH:1].[C:15]1([C:6]2([C:15]3[CH:20]=[CH:19][CH:18]=[CH:17][CH:16]=3)[CH2:7][CH2:8][NH:3][CH2:4][CH2:5]2)[CH:20]=[CH:19][CH:18]=[CH:17][CH:16]=1, predict the reactants needed to synthesize it. The reactants are: [ClH:1].O.[NH:3]1[CH2:8][CH2:7][C:6](=O)[CH2:5][CH2:4]1.[Al+3].[Cl-].[Cl-].[Cl-].O.[CH:15]1[CH:20]=[CH:19][CH:18]=[CH:17][CH:16]=1.